From a dataset of Full USPTO retrosynthesis dataset with 1.9M reactions from patents (1976-2016). Predict the reactants needed to synthesize the given product. (1) Given the product [Cl:4][C:5]1[CH:6]=[C:7]([C:11]2[CH:12]=[CH:13][C:14](=[O:17])[N:15]([CH2:2][CH3:3])[N:16]=2)[CH:8]=[CH:9][CH:10]=1, predict the reactants needed to synthesize it. The reactants are: Br[CH2:2][CH3:3].[Cl:4][C:5]1[CH:6]=[C:7]([C:11]2[CH:12]=[CH:13][C:14](=[O:17])[NH:15][N:16]=2)[CH:8]=[CH:9][CH:10]=1.C(=O)([O-])[O-].[K+].[K+].O. (2) The reactants are: [N:1]([C@@H:4]1[CH2:8][N:7]([C@H:9]([C:14]2[CH:15]=[N:16][C:17]([Cl:20])=[CH:18][CH:19]=2)[C:10]([F:13])([F:12])[F:11])[CH2:6][C@@H:5]1O)=[N+:2]=[N-:3].C(N(S(F)(F)[F:28])CC)C. Given the product [N:1]([C@H:4]1[CH:5]([F:28])[CH2:6][N:7]([C@H:9]([C:14]2[CH:19]=[CH:18][C:17]([Cl:20])=[N:16][CH:15]=2)[C:10]([F:13])([F:12])[F:11])[CH2:8]1)=[N+:2]=[N-:3], predict the reactants needed to synthesize it. (3) The reactants are: [Cl:1][C:2]1[C:7]([O:8][CH3:9])=[CH:6][C:5]([O:10][CH3:11])=[C:4]([Cl:12])[C:3]=1[C:13]1[N:18]=[CH:17][C:16]2[C:19]([C:22]3[CH:23]=[N:24][N:25]([CH2:27][C:28]([OH:30])=O)[CH:26]=3)=[N:20][NH:21][C:15]=2[CH:14]=1.[CH3:31][O:32][CH:33]1[CH2:37][CH2:36][NH:35][CH2:34]1. Given the product [Cl:12][C:4]1[C:5]([O:10][CH3:11])=[CH:6][C:7]([O:8][CH3:9])=[C:2]([Cl:1])[C:3]=1[C:13]1[N:18]=[CH:17][C:16]2[C:19]([C:22]3[CH:23]=[N:24][N:25]([CH2:27][C:28]([N:35]4[CH2:36][CH2:37][CH:33]([O:32][CH3:31])[CH2:34]4)=[O:30])[CH:26]=3)=[N:20][NH:21][C:15]=2[CH:14]=1, predict the reactants needed to synthesize it. (4) Given the product [Br:1][CH2:33][C:31]1[N:32]=[C:28]([C:22]2[CH:27]=[CH:26][CH:25]=[CH:24][CH:23]=2)[S:29][CH:30]=1, predict the reactants needed to synthesize it. The reactants are: [Br:1]Br.C1(P(C2C=CC=CC=2)C2C=CC=CC=2)C=CC=CC=1.[C:22]1([C:28]2[S:29][CH:30]=[C:31]([CH2:33]O)[N:32]=2)[CH:27]=[CH:26][CH:25]=[CH:24][CH:23]=1. (5) Given the product [N:41]1([CH2:40][CH2:39][N:23]2[CH2:24][CH2:25][CH:20]([NH:19][S:16]([C:14]3[CH:15]=[C:10]([S:7]([C:1]4[CH:2]=[CH:3][CH:4]=[CH:5][CH:6]=4)(=[O:9])=[O:8])[CH:11]=[CH:12][C:13]=3[C:26]([F:28])([F:29])[F:27])(=[O:18])=[O:17])[CH2:21][CH2:22]2)[CH2:46][CH2:45][O:44][CH2:43][CH2:42]1, predict the reactants needed to synthesize it. The reactants are: [C:1]1([S:7]([C:10]2[CH:11]=[CH:12][C:13]([C:26]([F:29])([F:28])[F:27])=[C:14]([S:16]([NH:19][CH:20]3[CH2:25][CH2:24][NH:23][CH2:22][CH2:21]3)(=[O:18])=[O:17])[CH:15]=2)(=[O:9])=[O:8])[CH:6]=[CH:5][CH:4]=[CH:3][CH:2]=1.C(N(CC)CC)C.Cl.Cl[CH2:39][CH2:40][N:41]1[CH2:46][CH2:45][O:44][CH2:43][CH2:42]1. (6) The reactants are: [CH3:1][O:2][C:3](=[O:11])[C:4]1[CH:9]=[CH:8][CH:7]=[C:6]([OH:10])[CH:5]=1.Cl[CH2:13][CH2:14][N:15]1[CH2:20][CH2:19][O:18][CH2:17][CH2:16]1.C(=O)([O-])[O-].[K+].[K+]. Given the product [CH3:1][O:2][C:3](=[O:11])[C:4]1[CH:9]=[CH:8][CH:7]=[C:6]([O:10][CH2:13][CH2:14][N:15]2[CH2:20][CH2:19][O:18][CH2:17][CH2:16]2)[CH:5]=1, predict the reactants needed to synthesize it. (7) Given the product [F:1][C:2]([F:22])([F:23])[C:3]([C:12]1[CH:17]=[CH:16][C:15]([O:18][C:31]2[CH:32]=[C:33]([C:38]([N+:41]([O-:43])=[O:42])=[CH:39][N:40]=2)[C:34]([O:36][CH3:37])=[O:35])=[C:14]([CH2:19][CH2:20][CH3:21])[CH:13]=1)([O:8][CH2:9][O:10][CH3:11])[C:4]([F:6])([F:5])[F:7], predict the reactants needed to synthesize it. The reactants are: [F:1][C:2]([F:23])([F:22])[C:3]([C:12]1[CH:17]=[CH:16][C:15]([OH:18])=[C:14]([CH2:19][CH2:20][CH3:21])[CH:13]=1)([O:8][CH2:9][O:10][CH3:11])[C:4]([F:7])([F:6])[F:5].C(=O)([O-])[O-].[K+].[K+].Cl[C:31]1[CH:32]=[C:33]([C:38]([N+:41]([O-:43])=[O:42])=[CH:39][N:40]=1)[C:34]([O:36][CH3:37])=[O:35].Cl. (8) Given the product [Cl:11][C:12]1[CH:17]=[CH:16][CH:15]=[C:14]([S:8][C:3]2[CH:4]=[CH:5][CH:6]=[CH:7][C:2]=2[F:1])[N:13]=1, predict the reactants needed to synthesize it. The reactants are: [F:1][C:2]1[CH:7]=[CH:6][CH:5]=[CH:4][C:3]=1[SH:8].[H-].[Na+].[Cl:11][C:12]1[CH:17]=[CH:16][CH:15]=[C:14](Cl)[N:13]=1. (9) The reactants are: [Cl:1][C:2]1[N:3]=[C:4](Cl)[C:5]2[C:10]([C:11]3[CH:16]=[CH:15][CH:14]=[CH:13][CH:12]=3)=[CH:9][S:8][C:6]=2[N:7]=1.[NH4+].[OH-]. Given the product [Cl:1][C:2]1[N:3]=[CH:4][C:5]2[C:10]([C:11]3[CH:16]=[CH:15][CH:14]=[CH:13][CH:12]=3)=[CH:9][S:8][C:6]=2[N:7]=1, predict the reactants needed to synthesize it.